From a dataset of Orexin1 receptor HTS with 218,158 compounds and 233 confirmed actives. Binary Classification. Given a drug SMILES string, predict its activity (active/inactive) in a high-throughput screening assay against a specified biological target. (1) The result is 0 (inactive). The molecule is O=C(N1CCN(CC1)Cc1n(c2c(n1)cc(NC(OCC)=O)cc2)C)C. (2) The result is 0 (inactive). The drug is S(=O)(=O)(N1CCC(CC1)C)c1cc(ccc1)C(=O)Nc1c(cccc1)C(=O)NC. (3) The drug is S(CCN1CCOCC1)c1n(c2c(n(c(=O)n(c2=O)C)C)n1)Cc1c2c(ccc1)cccc2. The result is 0 (inactive). (4) The molecule is S(=O)(=O)(N(CC1NC(C2C1C(=O)N(C2=O)Cc1ccccc1)(Cc1ccccc1)C(OC)=O)C)c1ccc(cc1)C. The result is 0 (inactive). (5) The result is 0 (inactive). The molecule is C1(N2N1CCC2)c1cc2c(cc1)cccc2. (6) The molecule is O1CCN(c2n3ncc(c3nc(C(C)(C)C)c2)c2ccccc2)CC1. The result is 0 (inactive).